This data is from Full USPTO retrosynthesis dataset with 1.9M reactions from patents (1976-2016). The task is: Predict the reactants needed to synthesize the given product. (1) Given the product [Cl:16][CH2:10][C:6]1[C:5]([CH3:12])=[C:4]([O:3][CH:2]([F:13])[F:1])[N:9]=[CH:8][N:7]=1, predict the reactants needed to synthesize it. The reactants are: [F:1][CH:2]([F:13])[O:3][C:4]1[N:9]=[CH:8][N:7]=[C:6]([CH2:10]O)[C:5]=1[CH3:12].S(Cl)([Cl:16])=O. (2) Given the product [Br:1][C:2]1[N:3]=[C:4]([N:13]2[CH2:12][CH2:11][N:10]([C:16]([O:18][C:19]([CH3:22])([CH3:21])[CH3:20])=[O:17])[CH2:15][CH2:14]2)[CH:5]=[CH:6][C:7]=1[CH3:8], predict the reactants needed to synthesize it. The reactants are: [Br:1][C:2]1[C:7]([CH3:8])=[CH:6][CH:5]=[C:4](F)[N:3]=1.[N:10]1([C:16]([O:18][C:19]([CH3:22])([CH3:21])[CH3:20])=[O:17])[CH2:15][CH2:14][NH:13][CH2:12][CH2:11]1.CN1C(=O)CCC1.CCN(C(C)C)C(C)C. (3) Given the product [Si:1]([O:8][C@H:9]1[CH2:10][CH2:11][C@H:12]([N:15]2[C:20](=[O:21])[C:19]([CH2:22][C:23]3[CH:24]=[CH:25][C:26]([C:29]4[C:30]([C:35]#[N:36])=[CH:31][CH:32]=[CH:33][CH:34]=4)=[CH:27][CH:28]=3)=[C:18]([CH2:37][CH2:38][CH3:39])[N:17]3[N:40]=[CH:41][C:42]([F:43])=[C:16]23)[CH2:13][CH2:14]1)([C:4]([CH3:5])([CH3:6])[CH3:7])([CH3:3])[CH3:2], predict the reactants needed to synthesize it. The reactants are: [Si:1]([O:8][C@H:9]1[CH2:14][CH2:13][C@H:12]([N:15]2[C:20](=[O:21])[C:19]([CH2:22][C:23]3[CH:28]=[CH:27][C:26]([C:29]4[C:30]([C:35]#[N:36])=[CH:31][CH:32]=[CH:33][CH:34]=4)=[CH:25][CH:24]=3)=[C:18]([CH2:37][CH2:38][CH3:39])[N:17]3[N:40]=[CH:41][CH:42]=[C:16]23)[CH2:11][CH2:10]1)([C:4]([CH3:7])([CH3:6])[CH3:5])([CH3:3])[CH3:2].[F:43][B-](F)(F)F.F[B-](F)(F)F.ClC[N+]12CC[N+](F)(CC1)CC2.C(OCC)(=O)C.C(=O)([O-])O.[Na+]. (4) Given the product [NH2:13][C:3]1[CH:4]=[C:5]([CH:8]([CH3:12])[C:9]([OH:11])=[O:10])[CH:6]=[CH:7][C:2]=1[OH:1], predict the reactants needed to synthesize it. The reactants are: [OH:1][C:2]1[CH:7]=[CH:6][C:5]([CH:8]([CH3:12])[C:9]([OH:11])=[O:10])=[CH:4][C:3]=1[N+:13]([O-])=O. (5) Given the product [Cl:21][C:18]1[C:17]([NH:22][S:23]([C:26]2[S:30][C:29]([CH3:31])=[N:28][C:27]=2[CH3:32])(=[O:25])=[O:24])=[CH:16][C:15]([C:11]2[S:10][C:9]([NH:8][C:6]([NH2:5])=[O:7])=[N:13][C:12]=2[CH3:14])=[CH:20][N:19]=1, predict the reactants needed to synthesize it. The reactants are: C[Si]([N:5]=[C:6]=[O:7])(C)C.[NH2:8][C:9]1[S:10][C:11]([C:15]2[CH:16]=[C:17]([NH:22][S:23]([C:26]3[S:30][C:29]([CH3:31])=[N:28][C:27]=3[CH3:32])(=[O:25])=[O:24])[C:18]([Cl:21])=[N:19][CH:20]=2)=[C:12]([CH3:14])[N:13]=1. (6) Given the product [Br:1][C:2]1[CH:3]=[C:4]([C:5](=[O:7])[CH2:20][C:18]2[CH:17]=[CH:16][CH:15]=[C:14]([Cl:13])[N:19]=2)[CH:10]=[CH:11][CH:12]=1, predict the reactants needed to synthesize it. The reactants are: [Br:1][C:2]1[CH:3]=[C:4]([CH:10]=[CH:11][CH:12]=1)[C:5]([O:7]CC)=O.[Cl:13][C:14]1[N:19]=[C:18]([CH3:20])[CH:17]=[CH:16][CH:15]=1. (7) Given the product [NH2:1][C:2]1[C:10]2[C:9]([C:11]3[CH:16]=[CH:15][CH:14]=[C:13]([CH3:17])[N:12]=3)=[N:8][C:7]([S:18]([CH3:19])=[O:24])=[N:6][C:5]=2[S:4][C:3]=1[C:20]([NH2:22])=[O:21], predict the reactants needed to synthesize it. The reactants are: [NH2:1][C:2]1[C:10]2[C:9]([C:11]3[CH:16]=[CH:15][CH:14]=[C:13]([CH3:17])[N:12]=3)=[N:8][C:7]([S:18][CH3:19])=[N:6][C:5]=2[S:4][C:3]=1[C:20]([NH2:22])=[O:21].C(O)=[O:24]. (8) Given the product [NH2:1][C:4]1[CH:36]=[CH:35][C:7]([O:8][C:9]2[C:14]([F:15])=[C:13]([F:16])[N:12]=[C:11]([O:17][C:18]3[CH:19]=[CH:20][C:21]([C:24]([OH:26])=[O:25])=[CH:22][CH:23]=3)[C:10]=2[F:34])=[CH:6][C:5]=1[OH:37], predict the reactants needed to synthesize it. The reactants are: [N+:1]([C:4]1[CH:36]=[CH:35][C:7]([O:8][C:9]2[C:14]([F:15])=[C:13]([F:16])[N:12]=[C:11]([O:17][C:18]3[CH:23]=[CH:22][C:21]([C:24]([O:26]CC4C=CC=CC=4)=[O:25])=[CH:20][CH:19]=3)[C:10]=2[F:34])=[CH:6][C:5]=1[O:37]CC1C=CC=CC=1)([O-])=O.[H][H].